Dataset: Experimentally validated miRNA-target interactions with 360,000+ pairs, plus equal number of negative samples. Task: Binary Classification. Given a miRNA mature sequence and a target amino acid sequence, predict their likelihood of interaction. (1) The miRNA is hsa-miR-4271 with sequence GGGGGAAGAAAAGGUGGGG. The protein sequence of the target gene is MKMLLLLCLGLTLVCVHAEEASSTGRNFNVEKINGEWHTIILASDKREKIEDNGNFRLFLEQIHVLENSLVLKFHTVRDEECSELSMVADKTEKAGEYSVTYDGFNTFTIPKTDYDNFLMAHLINEKDGETFQLMGLYGREPDLSSDIKERFAQLCEEHGILRENIIDLSNANRCLQARE. Result: 0 (no interaction). (2) The miRNA is hsa-miR-503-5p with sequence UAGCAGCGGGAACAGUUCUGCAG. The protein sequence of the target gene is MARRAAGGAPPSARAAAAVPLRPRPHSRGPGLLPLPLLLLLGAARAGALEIQRRFPSPTPTNNFALDGTAGTVYLAAVNRLYQLSSANLSLEAEATVGPVPDSPLCHAPQLPQASCEHPRRLTDNYNKILQLDPGQGLVVACGSIYQGLCQLRRRGNISALAVSFPPAAPTAEPVTVFPSMLNVAANHPNASTVGLVLPPTSGTGGSRLLVGATYTGFGSAFFPRNRSLEDHRFENTPEIAIRSLDARGDLAKLFTFDLNPSDDNILKIKQGAKEQHKLGFVRAFLHPAVPPHSAQPYAY.... Result: 0 (no interaction). (3) The miRNA is hsa-miR-620 with sequence AUGGAGAUAGAUAUAGAAAU. The protein sequence of the target gene is MGCGTSKVLPEPPKDVQLDLVKKVEPFSGTKSDVYKHFITEVDSVGPVKAGFPAASQYAHPCPGPPTAGHTEPPSEPPRRARVAKYRAKFDPRVTAKYDIKALIGRGSFSRVVRVEHRATRQPYAIKMIETKYREGREVCESELRVLRRVRHANIIQLVEVFETQERVYMVMELATGGELFDRIIAKGSFTERDATRVLQMVLDGVRYLHALGITHRDLKPENLLYYHPGTDSKIIITDFGLASARKKGDDCLMKTTCGTPEYIAPEVLVRKPYTNSVDMWALGVIAYILLSGTMPFEDD.... Result: 0 (no interaction). (4) The miRNA is mmu-miR-1967 with sequence UGAGGAUCCUGGGGAGAAGAUGC. The protein sequence of the target gene is MKNPFAHLAEPLDAAQPGKRFFNLNKLEDSRYGRLPFSIRVLLEAAVRNCDEFLVKKNDIENILNWNVMQHKNIEVPFKPARVILQDFTGVPAVVDFAAMRDAVKKLGGNPEKINPVCPADLVIDHSIQVDFNRRADSLQKNQDLEFERNKERFEFLKWGSQAFCNMRIIPPGSGIIHQVNLEYLARVVFDQDGCYYPDSLVGTDSHTTMIDGLGVLGWGVGGIEAEAVMLGQPISMVLPQVIGYKLMGKPHPLVTSTDIVLTITKHLRQVGVVGKFVEFFGPGVAQLSIADRATIANMC.... Result: 0 (no interaction). (5) The miRNA is mmu-miR-186-5p with sequence CAAAGAAUUCUCCUUUUGGGCU. The protein sequence of the target gene is MLAALLGGAGARTGTLPGALLCLMALLQLLCSAPRGSGLAHGRRLICWQALLQCQGEPDCSYAYSQYAEACAPVLAQRGGADAPGPAGAFPASAASSPRWRCPSHCISALIQLNHTRRGPALEDCDCAQDEHCRSTKRAIEPCLPRTSSVGPGAGAGSVMGCTEARRRCDRDSRCNLALSRYLAYCGKLFNGLRCTDECRAVIEDMLAVPKAALLNDCVCDGLERPICESVKENMARLCFGPDASNGPGSSGSDGGLDDYYDEEYDDEQRAGAAGGEQPLDDDDGLARPGGGAAAAGGRG.... Result: 0 (no interaction). (6) The miRNA is hsa-miR-494-3p with sequence UGAAACAUACACGGGAAACCUC. The protein sequence of the target gene is MCRTLAAFPTTCLERAKEFKTRLGIFLHKSELGCDTGSTGKFEWGSKHSKENRNFSEDVLGWRESFDLLLSSKNGVAAFHAFLKTEFSEENLEFWLACEEFKKIRSATKLASRAHQIFEEFICSEAPKEVNIDHETHELTRMNLQTATATCFDAAQGKTRTLMEKDSYPRFLKSPAYRDLAAQASAASATLSSCSLDEPSHT. Result: 1 (interaction). (7) The miRNA is hsa-miR-124-3p with sequence UAAGGCACGCGGUGAAUGCCAA. The protein sequence of the target gene is MVPLVAVVSGPRAQLFACLLRLGTQQVGPLQLHTGASHAARNHYEVLVLGGGSGGITMAARMKRKVGAENVAIVEPSERHFYQPIWTLVGAGAKQLSSSGRPTASVIPSGVEWIKARVTELNPDKNCIHTDDDEKISYRYLIIALGIQLDYEKIKGLPEGFAHPKIGSNYSVKTVEKTWKALQDFKEGNAIFTFPNTPVKCAGAPQKIMYLSEAYFRKTGKRSKANIIFNTSLGAIFGVKKYADALQEIIQERNLTVNYKKNLIEVRADKQEAVFENLDKPGETQVISYEMLHVTPPMSP.... Result: 1 (interaction). (8) The miRNA is mmu-miR-3085-5p with sequence AGGUGCCAUUCCGAGGGCCAAGAGU. The protein sequence of the target gene is MLSGVWFLSVLTVAGILQTESRKTAKDICKIRCLCEEKENVLNINCENKGFTTVSLLQPPQYRIYQLFLNGNLLTRLYPNEFVNYSNAVTLHLGNNGLQEIRPGAFSGLKTLKRLHLNNNKLEVLREDTFLGLESLEYLQADYNYISTIEAGAFSKLNKLKVLILNDNLLLSLPSNVFRFVLLTHLDLRGNRLKVMPFAGVLEHIGGIMEIQLEENPWNCTCDLLPLKAWLDTITVFVGEIVCETPFRLHGKDVTQLTRQDLCPRKSASGDSSQRSSHSDTHVQRLTPTTNPALNPTRAP.... Result: 0 (no interaction). (9) The miRNA is hsa-miR-607 with sequence GUUCAAAUCCAGAUCUAUAAC. The protein sequence of the target gene is MSNYSVSLVGPAPWGFRLQGGKDFNMPLTISSLKDGGKAAQANVRIGDVVLSIDGINAQGMTHLEAQNKIKGCTGSLNMTLQRASAAPKPEPVPVQKGEPKEVVKPVPITSPAVSKVTSTNNMAYNKAPRPFGSVSSPKVTSIPSPSSAFTPAHATTSSHASPSPVAAVTPPLFAASGLHANANLSADQSPSALSAGKTAVNVPRQPTVTSVCSETSQELAEGQRRGSQGDSKQQNGPPRKHIVERYTEFYHVPTHSDASKKRLIEDTEDWRPRTGTTQSRSFRILAQITGTEHLKESEA.... Result: 1 (interaction).